From a dataset of Peptide-MHC class I binding affinity with 185,985 pairs from IEDB/IMGT. Regression. Given a peptide amino acid sequence and an MHC pseudo amino acid sequence, predict their binding affinity value. This is MHC class I binding data. (1) The binding affinity (normalized) is 0.186. The peptide sequence is FPVRPQVPLR. The MHC is HLA-B35:01 with pseudo-sequence HLA-B35:01. (2) The peptide sequence is YREAGIPVL. The MHC is HLA-A02:01 with pseudo-sequence HLA-A02:01. The binding affinity (normalized) is 0.0847.